Dataset: Forward reaction prediction with 1.9M reactions from USPTO patents (1976-2016). Task: Predict the product of the given reaction. (1) Given the reactants [C:1]([C:3]1[CH:4]=[CH:5][C:6]([O:23][CH2:24][C:25]2[CH:30]=[CH:29][CH:28]=[CH:27][CH:26]=2)=[C:7]([CH2:9][C:10]([NH:12][C:13]2[CH:18]=[CH:17][C:16]([C:19](O)=[O:20])=[C:15]([CH3:22])[CH:14]=2)=[O:11])[CH:8]=1)#[N:2].[C:31]([O:35][C:36]([NH:38][CH2:39][CH:40]1[CH2:45][CH2:44][CH2:43][CH2:42][NH:41]1)=[O:37])([CH3:34])([CH3:33])[CH3:32].F[B-](F)(F)F.N1(OC(N(C)C)=[N+](C)C)C2C=CC=CC=2N=N1, predict the reaction product. The product is: [C:1]([C:3]1[CH:4]=[CH:5][C:6]([O:23][CH2:24][C:25]2[CH:26]=[CH:27][CH:28]=[CH:29][CH:30]=2)=[C:7]([CH2:9][C:10]([NH:12][C:13]2[CH:18]=[CH:17][C:16]([C:19]([N:41]3[CH2:42][CH2:43][CH2:44][CH2:45][CH:40]3[CH2:39][NH:38][C:36]([O:35][C:31]([CH3:34])([CH3:32])[CH3:33])=[O:37])=[O:20])=[C:15]([CH3:22])[CH:14]=2)=[O:11])[CH:8]=1)#[N:2]. (2) Given the reactants Cl.[CH3:2][O:3][C:4](=[O:11])[C@H:5]([CH2:7][CH:8]([CH3:10])[CH3:9])[NH2:6].[F:12][C:13]([F:23])([F:22])[C:14]([C:16]1[CH:21]=[CH:20][CH:19]=[CH:18][CH:17]=1)=O.C(N(C(C)C)CC)(C)C.[BH3-]C#N.[Na+].[OH-].[Na+], predict the reaction product. The product is: [F:12][C:13]([F:22])([F:23])[CH:14]([NH:6][C@H:5]([C:4]([O:3][CH3:2])=[O:11])[CH2:7][CH:8]([CH3:10])[CH3:9])[C:16]1[CH:21]=[CH:20][CH:19]=[CH:18][CH:17]=1. (3) Given the reactants C(O[C:4]1[CH:9]=[CH:8][C:7]([NH:10][C:11]([NH2:13])=[S:12])=[CH:6][CH:5]=1)C.[Br:14]C1C=CC(N)=CC=1, predict the reaction product. The product is: [Br:14][C:4]1[CH:9]=[CH:8][C:7]([NH:10][C:11]([NH2:13])=[S:12])=[CH:6][CH:5]=1. (4) Given the reactants [C:1]([OH:4])(=[O:3])[CH3:2].C(C1C=CC(C2C=CC(O)=C(C3NC4C=CC(C(N)=N)=CC=4N=3)C=2)=CC=1)(=N)N.O[NH:34][C:35]([C:37]1[CH:61]=[CH:60][C:40]2[NH:41][C:42]([C:44]3[CH:49]=[CH:48][C:47]([C:50]4[CH:55]=[CH:54][C:53]([C:56](=[NH:59])[NH:57]O)=[CH:52][N:51]=4)=[CH:46][CH:45]=3)=[N:43][C:39]=2[CH:38]=1)=[NH:36], predict the reaction product. The product is: [C:1]([OH:4])(=[O:3])[CH3:2].[C:56]([C:53]1[CH:54]=[CH:55][C:50]([C:47]2[CH:46]=[CH:45][C:44]([C:42]3[NH:41][C:40]4[CH:60]=[CH:61][C:37]([C:35]([NH2:36])=[NH:34])=[CH:38][C:39]=4[N:43]=3)=[CH:49][CH:48]=2)=[N:51][CH:52]=1)(=[NH:57])[NH2:59]. (5) Given the reactants [C:1]1([C:7]([C:15]2[CH:20]=[CH:19][CH:18]=[CH:17][CH:16]=2)([C:9]2[CH:14]=[CH:13][CH:12]=[CH:11][CH:10]=2)Cl)[CH:6]=[CH:5][CH:4]=[CH:3][CH:2]=1.[CH2:21]([OH:27])[CH2:22][O:23][CH2:24][CH2:25][OH:26], predict the reaction product. The product is: [C:7]([O:27][CH2:21][CH2:22][O:23][CH2:24][CH2:25][OH:26])([C:15]1[CH:20]=[CH:19][CH:18]=[CH:17][CH:16]=1)([C:9]1[CH:14]=[CH:13][CH:12]=[CH:11][CH:10]=1)[C:1]1[CH:6]=[CH:5][CH:4]=[CH:3][CH:2]=1. (6) The product is: [Cl:18][C:14]1[C:15]([F:17])=[CH:16][C:8]2[CH2:7][CH2:6][NH:5][CH2:11][CH:10]([CH3:12])[C:9]=2[CH:13]=1. Given the reactants FC(F)(F)C([N:5]1[CH2:11][CH:10]([CH3:12])[C:9]2[CH:13]=[C:14]([Cl:18])[C:15]([F:17])=[CH:16][C:8]=2[CH2:7][CH2:6]1)=O.[OH-].[Na+], predict the reaction product.